This data is from Reaction yield outcomes from USPTO patents with 853,638 reactions. The task is: Predict the reaction yield, written as a fraction of the theoretical maximum amount of product (1.0 means a 100% yield; for example, 0.34 means a 34% yield). (1) The product is [OH:2][C:3]1[CH:11]=[C:10]2[C:6]([C:7](=[O:19])[C:8](=[O:18])[N:9]2[C:12]2[CH:17]=[CH:16][CH:15]=[CH:14][CH:13]=2)=[CH:5][CH:4]=1. The catalyst is C(Cl)Cl. The reactants are C[O:2][C:3]1[CH:11]=[C:10]2[C:6]([C:7](=[O:19])[C:8](=[O:18])[N:9]2[C:12]2[CH:17]=[CH:16][CH:15]=[CH:14][CH:13]=2)=[CH:5][CH:4]=1.B(Br)(Br)Br. The yield is 0.280. (2) The reactants are [OH:1][CH2:2][CH:3]([N:5]1[CH2:10][CH2:9][N:8](C(OC(C)(C)C)=O)[CH2:7][CH2:6]1)[CH3:4].Cl.O1CCOCC1. The catalyst is C(OCC)(=O)C.CO.CCOCC. The product is [N:5]1([CH:3]([CH3:4])[CH2:2][OH:1])[CH2:10][CH2:9][NH:8][CH2:7][CH2:6]1. The yield is 0.760.